This data is from Forward reaction prediction with 1.9M reactions from USPTO patents (1976-2016). The task is: Predict the product of the given reaction. Given the reactants [Cl:1][C:2]1[C:6]([S:7](Cl)(=[O:9])=[O:8])=[CH:5][N:4]([CH3:11])[C:3]=1[C:12]([O:14][CH3:15])=[O:13].C([O-])(O)=O.[Na+].[CH:21]([NH2:24])([CH3:23])[CH3:22], predict the reaction product. The product is: [Cl:1][C:2]1[C:6]([S:7](=[O:9])(=[O:8])[NH:24][CH:21]([CH3:23])[CH3:22])=[CH:5][N:4]([CH3:11])[C:3]=1[C:12]([O:14][CH3:15])=[O:13].